Dataset: Full USPTO retrosynthesis dataset with 1.9M reactions from patents (1976-2016). Task: Predict the reactants needed to synthesize the given product. (1) The reactants are: [Cl:1][CH2:2][C:3](Cl)=[O:4].[F:6][C:7]1[CH:12]=[CH:11][C:10]([C@H:13]([OH:23])[CH2:14][NH:15][CH2:16][C:17]2[CH:22]=[CH:21][CH:20]=[CH:19][CH:18]=2)=[CH:9][CH:8]=1.[OH-].[Na+]. Given the product [F:6][C:7]1[CH:8]=[CH:9][C:10]([C@H:13]([OH:23])[CH2:14][N:15]([CH2:16][C:17]2[CH:18]=[CH:19][CH:20]=[CH:21][CH:22]=2)[C:3](=[O:4])[CH2:2][Cl:1])=[CH:11][CH:12]=1, predict the reactants needed to synthesize it. (2) Given the product [S:1]([N:5]=[C:7]([O:8][C:9]1[CH:14]=[CH:13][CH:12]=[CH:11][CH:10]=1)[O:15][C:16]1[CH:21]=[CH:20][CH:19]=[CH:18][CH:17]=1)(=[O:3])(=[O:2])[NH2:4], predict the reactants needed to synthesize it. The reactants are: [S:1]([NH2:5])([NH2:4])(=[O:3])=[O:2].Cl[C:7](Cl)([O:15][C:16]1[CH:21]=[CH:20][CH:19]=[CH:18][CH:17]=1)[O:8][C:9]1[CH:14]=[CH:13][CH:12]=[CH:11][CH:10]=1. (3) Given the product [NH2:18][C:3]1[C:2]([C:19]#[N:20])=[C:7]([N:8]2[CH:12]=[CH:11][CH:10]=[N:9]2)[N:6]=[C:5]([N:13]2[CH:17]=[CH:16][CH:15]=[N:14]2)[N:4]=1, predict the reactants needed to synthesize it. The reactants are: Br[C:2]1[C:3]([NH2:18])=[N:4][C:5]([N:13]2[CH:17]=[CH:16][CH:15]=[N:14]2)=[N:6][C:7]=1[N:8]1[CH:12]=[CH:11][CH:10]=[N:9]1.[C-:19]#[N:20].C(OCC)(=O)C. (4) Given the product [OH:1][CH2:2][C@@H:3]([NH:11][C:12](=[O:28])[C:13]1[CH:18]=[C:17]([OH:19])[CH:16]=[CH:15][C:14]=1[OH:27])[CH2:4][C:5]1[CH:6]=[CH:7][CH:8]=[CH:9][CH:10]=1, predict the reactants needed to synthesize it. The reactants are: [OH:1][CH2:2][C@@H:3]([NH:11][C:12](=[O:28])[C:13]1[CH:18]=[C:17]([O:19]CC2C=CC=CC=2)[CH:16]=[CH:15][C:14]=1[OH:27])[CH2:4][C:5]1[CH:10]=[CH:9][CH:8]=[CH:7][CH:6]=1. (5) Given the product [F:28][C:2]([F:1])([F:27])[CH:3]1[CH2:8][CH2:7][CH:6]([O:9][C:10](=[O:26])[N:11]([C@H:13]2[C@H:17]([C:18]3[CH:23]=[CH:22][C:21]([Cl:24])=[C:20]([Cl:25])[CH:19]=3)[CH2:16][N:15]([C:41]([CH:38]3[CH2:39][CH2:40][N:35]([CH:32]4[CH2:33][CH2:34][O:29][CH2:30][CH2:31]4)[CH2:36][CH2:37]3)=[O:42])[CH2:14]2)[CH3:12])[CH2:5][CH2:4]1, predict the reactants needed to synthesize it. The reactants are: [F:1][C:2]([F:28])([F:27])[CH:3]1[CH2:8][CH2:7][CH:6]([O:9][C:10](=[O:26])[N:11]([C@H:13]2[C@H:17]([C:18]3[CH:23]=[CH:22][C:21]([Cl:24])=[C:20]([Cl:25])[CH:19]=3)[CH2:16][NH:15][CH2:14]2)[CH3:12])[CH2:5][CH2:4]1.[O:29]1[CH2:34][CH2:33][CH:32]([N:35]2[CH2:40][CH2:39][CH:38]([C:41](O)=[O:42])[CH2:37][CH2:36]2)[CH2:31][CH2:30]1. (6) Given the product [NH2:11][CH:12]([CH2:23][CH2:24][P:25]([O:35][CH3:36])([O:27][C:28]1[CH:29]=[CH:30][C:31]([CH3:34])=[CH:32][CH:33]=1)=[O:26])[C:13]([OH:15])=[O:14], predict the reactants needed to synthesize it. The reactants are: C(OC([NH:11][CH:12]([CH2:23][CH2:24][P:25]([O:35][CH3:36])([O:27][C:28]1[CH:33]=[CH:32][C:31]([CH3:34])=[CH:30][CH:29]=1)=[O:26])[C:13]([O:15]CC1C=CC=CC=1)=[O:14])=O)C1C=CC=CC=1.[H][H]. (7) Given the product [NH2:1][C:2]1[N:10]=[C:9]([O:11][CH2:12][CH2:13][CH2:14][CH3:15])[N:8]=[C:7]2[C:3]=1[NH:4][C:5](=[O:42])[N:6]2[CH2:16][CH2:17][CH2:18][N:19]([CH2:30][C:31]1[CH:36]=[CH:35][CH:34]=[C:33]([CH2:37][C:38]([O:40][CH3:41])=[O:39])[CH:32]=1)[C:20](=[O:29])[CH2:21][C:22]([O:24][CH3:25])=[O:23], predict the reactants needed to synthesize it. The reactants are: [NH2:1][C:2]1[N:10]=[C:9]([O:11][CH2:12][CH2:13][CH2:14][CH3:15])[N:8]=[C:7]2[C:3]=1[NH:4][C:5](=[O:42])[N:6]2[CH2:16][CH2:17][CH2:18][N:19]([CH2:30][C:31]1[CH:36]=[CH:35][CH:34]=[C:33]([CH2:37][C:38]([O:40][CH3:41])=[O:39])[CH:32]=1)[C:20](=[O:29])[CH2:21][C:22]([O:24][C:25](C)(C)C)=[O:23].Cl.